Dataset: Full USPTO retrosynthesis dataset with 1.9M reactions from patents (1976-2016). Task: Predict the reactants needed to synthesize the given product. Given the product [F:1][C:2]([F:28])([F:27])[C:3]1[CH:4]=[C:5]([C:13]2[N:17]=[CH:16][N:15](/[CH:18]=[C:19](\[C:31]3[CH:30]=[N:29][CH:34]=[CH:33][CH:32]=3)/[C:20]([O:22][CH:23]([CH3:25])[CH3:24])=[O:21])[N:14]=2)[CH:6]=[C:7]([C:9]([F:12])([F:11])[F:10])[CH:8]=1, predict the reactants needed to synthesize it. The reactants are: [F:1][C:2]([F:28])([F:27])[C:3]1[CH:4]=[C:5]([C:13]2[N:17]=[CH:16][N:15](/[CH:18]=[C:19](\Br)/[C:20]([O:22][CH:23]([CH3:25])[CH3:24])=[O:21])[N:14]=2)[CH:6]=[C:7]([C:9]([F:12])([F:11])[F:10])[CH:8]=1.[N:29]1[CH:34]=[CH:33][CH:32]=[C:31](B(O)O)[CH:30]=1.C(=O)([O-])[O-].[Cs+].[Cs+].O1CCOCC1.